Dataset: Full USPTO retrosynthesis dataset with 1.9M reactions from patents (1976-2016). Task: Predict the reactants needed to synthesize the given product. Given the product [F:28][C:29]1[CH:30]=[C:31]2[C:35](=[CH:36][CH:37]=1)[N:34]([C:7]([C:6]1[CH:10]=[CH:11][C:3]([C:1]#[N:2])=[C:4]([N:12]3[CH2:17][CH2:16][CH:15]([N:18]4[C:26]5[C:21](=[N:22][CH:23]=[CH:24][CH:25]=5)[NH:20][C:19]4=[O:27])[CH2:14][CH2:13]3)[CH:5]=1)=[O:9])[CH2:33][CH2:32]2, predict the reactants needed to synthesize it. The reactants are: [C:1]([C:3]1[CH:11]=[CH:10][C:6]([C:7]([OH:9])=O)=[CH:5][C:4]=1[N:12]1[CH2:17][CH2:16][CH:15]([N:18]2[C:26]3[C:21](=[N:22][CH:23]=[CH:24][CH:25]=3)[NH:20][C:19]2=[O:27])[CH2:14][CH2:13]1)#[N:2].[F:28][C:29]1[CH:30]=[C:31]2[C:35](=[CH:36][CH:37]=1)[NH:34][CH2:33][CH2:32]2.CN(C(ON1N=NC2C=CC=CC1=2)=[N+](C)C)C.[B-](F)(F)(F)F.